From a dataset of Forward reaction prediction with 1.9M reactions from USPTO patents (1976-2016). Predict the product of the given reaction. (1) Given the reactants C([O-])([O-])=O.[Na+].[Na+].[CH:7]([C:9]1[CH:14]=[CH:13][C:12](B(O)O)=[CH:11][CH:10]=1)=[O:8].Cl[C:19]1[C:24]([Cl:25])=[CH:23][C:22]([CH:26]=[CH2:27])=[CH:21][N:20]=1, predict the reaction product. The product is: [Cl:25][C:24]1[C:19]([C:12]2[CH:13]=[CH:14][C:9]([CH:7]=[O:8])=[CH:10][CH:11]=2)=[N:20][CH:21]=[C:22]([CH:26]=[CH2:27])[CH:23]=1. (2) Given the reactants [Cl:1][C:2]1[CH:7]=[C:6](I)[C:5](C)=[CH:4][N:3]=1.[NH2:10][C:11]1[CH:16]=[CH:15][CH:14]=[CH:13][C:12]=1[S:17]([CH:20]([CH3:22])[CH3:21])(=[O:19])=[O:18].CC1(C)C2C(=C(P(C3C=CC=CC=3)C3C=CC=CC=3)C=CC=2)OC2C(P(C3C=CC=CC=3)C3C=CC=CC=3)=CC=CC1=2.C(=O)([O-])[O-].[Cs+].[Cs+], predict the reaction product. The product is: [Cl:1][C:2]1[CH:7]=[C:6]([NH:10][C:11]2[CH:16]=[CH:15][CH:14]=[CH:13][C:12]=2[S:17]([CH:20]([CH3:22])[CH3:21])(=[O:19])=[O:18])[CH:5]=[CH:4][N:3]=1.